From a dataset of Forward reaction prediction with 1.9M reactions from USPTO patents (1976-2016). Predict the product of the given reaction. (1) Given the reactants [CH3:1][O:2][C:3](=[O:35])[C@H:4]([NH:24]C(OCC1C=CC=CC=1)=O)[CH2:5][C:6]1[CH:7]=[C:8]2[C:12](=[CH:13][CH:14]=1)[N:11]([S:15]([CH2:18][CH2:19][Si:20]([CH3:23])([CH3:22])[CH3:21])(=[O:17])=[O:16])[N:10]=[CH:9]2.[H][H], predict the reaction product. The product is: [CH3:1][O:2][C:3](=[O:35])[C@H:4]([NH2:24])[CH2:5][C:6]1[CH:7]=[C:8]2[C:12](=[CH:13][CH:14]=1)[N:11]([S:15]([CH2:18][CH2:19][Si:20]([CH3:23])([CH3:22])[CH3:21])(=[O:16])=[O:17])[N:10]=[CH:9]2. (2) Given the reactants [CH3:1][O:2][C:3]1[C:8]2[N:9](C(OCC)=O)[C:10](=[O:12])[NH:11][C:7]=2[CH:6]=[CH:5][CH:4]=1.[OH-].[K+].IC[CH2:22][CH2:23][C:24]([CH3:29])([N+:26]([O-:28])=[O:27])[CH3:25], predict the reaction product. The product is: [CH3:1][O:2][C:3]1[C:8]2[NH:9][C:10](=[O:12])[N:11]([CH2:22][CH2:23][C:24]([CH3:29])([N+:26]([O-:28])=[O:27])[CH3:25])[C:7]=2[CH:6]=[CH:5][CH:4]=1. (3) Given the reactants [CH:1]1([N:7]([CH2:21][C:22](OCC)=[O:23])[CH:8]2[CH2:13][CH2:12][N:11]([C:14]([O:16][C:17]([CH3:20])([CH3:19])[CH3:18])=[O:15])[CH2:10][CH2:9]2)[CH2:6][CH2:5][CH2:4][CH2:3][CH2:2]1.[H-].[Al+3].[Li+].[H-].[H-].[H-].S([O-])([O-])(=O)=O.[K+].[K+].[OH-].[Na+], predict the reaction product. The product is: [CH:1]1([N:7]([CH2:21][CH2:22][OH:23])[CH:8]2[CH2:9][CH2:10][N:11]([C:14]([O:16][C:17]([CH3:18])([CH3:19])[CH3:20])=[O:15])[CH2:12][CH2:13]2)[CH2:2][CH2:3][CH2:4][CH2:5][CH2:6]1. (4) Given the reactants [CH3:1][C:2]([CH3:18])([CH2:6][CH2:7][CH2:8][CH2:9][CH2:10][CH2:11][CH2:12][CH2:13][CH2:14][CH2:15][CH2:16][CH3:17])[C:3]([OH:5])=[O:4].C(=O)([O-])O.[Na+].S(Cl)(O[CH2:28][Cl:29])(=O)=O.ClCCl, predict the reaction product. The product is: [CH3:1][C:2]([CH3:18])([CH2:6][CH2:7][CH2:8][CH2:9][CH2:10][CH2:11][CH2:12][CH2:13][CH2:14][CH2:15][CH2:16][CH3:17])[C:3]([O:5][CH2:28][Cl:29])=[O:4].